This data is from Peptide-MHC class II binding affinity with 134,281 pairs from IEDB. The task is: Regression. Given a peptide amino acid sequence and an MHC pseudo amino acid sequence, predict their binding affinity value. This is MHC class II binding data. The peptide sequence is QFRRVKCKYPEGTKV. The MHC is HLA-DPA10201-DPB11401 with pseudo-sequence HLA-DPA10201-DPB11401. The binding affinity (normalized) is 0.0533.